From a dataset of Forward reaction prediction with 1.9M reactions from USPTO patents (1976-2016). Predict the product of the given reaction. (1) Given the reactants Br[C:2]1[CH:7]=[CH:6][C:5]([CH3:8])=[CH:4][N:3]=1.[C:9]([N:11]1[C:19]2[CH:18]=[CH:17][C:16]([CH3:20])=[CH:15][C:14]=2[C:13]2[CH2:21][N:22]([CH3:25])[CH2:23][CH2:24][C:12]1=2)#[CH:10].CCCC[N+](CCCC)(CCCC)CCCC.[F-], predict the reaction product. The product is: [CH3:25][N:22]1[CH2:23][CH2:24][C:12]2[N:11]([C:9]#[C:10][C:2]3[CH:7]=[CH:6][C:5]([CH3:8])=[CH:4][N:3]=3)[C:19]3[CH:18]=[CH:17][C:16]([CH3:20])=[CH:15][C:14]=3[C:13]=2[CH2:21]1. (2) Given the reactants Cl[C:2]1[CH:3]=[C:4]([O:8][CH3:9])[CH:5]=[CH:6][CH:7]=1.[C:10]([OH:17])(=[O:16])[CH2:11][CH2:12][CH2:13][C:14]#[CH:15].[CH:18]1(P(C2CCCCC2)C2C=CC=CC=2C2C(C(C)C)=CC(S([O-])(=O)=O)=CC=2C(C)C)CCCCC1.[Na+].C([O-])([O-])=O.[Cs+].[Cs+], predict the reaction product. The product is: [CH3:18][O:16][C:10](=[O:17])[CH2:11][CH2:12][CH2:13][C:14]#[C:15][C:2]1[CH:7]=[CH:6][CH:5]=[C:4]([O:8][CH3:9])[CH:3]=1.